Dataset: Forward reaction prediction with 1.9M reactions from USPTO patents (1976-2016). Task: Predict the product of the given reaction. (1) Given the reactants C(OP([CH2:9][C:10]([O:12][CH2:13][CH3:14])=[O:11])(OCC)=O)C.[H-].[Na+].[N+:17]([C:20]1[CH:27]=[CH:26][C:23]([CH:24]=O)=[C:22]([C:28]2[CH:33]=[CH:32][CH:31]=[CH:30][CH:29]=2)[CH:21]=1)([O-:19])=[O:18].O, predict the reaction product. The product is: [N+:17]([C:20]1[CH:27]=[CH:26][C:23](/[CH:24]=[CH:9]/[C:10]([O:12][CH2:13][CH3:14])=[O:11])=[C:22]([C:28]2[CH:33]=[CH:32][CH:31]=[CH:30][CH:29]=2)[CH:21]=1)([O-:19])=[O:18]. (2) The product is: [OH:28][C:16]1[CH:17]=[CH:18][C:23]([C@@H:9]([NH:8][C:6](=[O:7])[N:3]([CH3:2])[CH3:4])[CH3:10])=[CH:24][CH:13]=1. Given the reactants C1N=[CH:4][N:3]([C:6]([N:8]2C=N[CH:10]=[CH:9]2)=[O:7])[CH:2]=1.[CH3:13]NC.[C:16]([OH:28])(=O)[CH2:17][C:18]([CH2:23][C:24](O)=O)(C(O)=O)O, predict the reaction product. (3) Given the reactants [Si]([O:8][C@@H:9]([CH3:35])[C@@H:10]([NH:24][C:25]1[CH:32]=[CH:31][C:28]([C:29]#[N:30])=[C:27]([Cl:33])[C:26]=1[CH3:34])[C:11]1[O:12][C:13]([C:16]2[CH:21]=[CH:20][C:19]([C:22]#[N:23])=[CH:18][CH:17]=2)=[N:14][N:15]=1)(C(C)(C)C)(C)C.C1COCC1.[F-].C([N+](CCCC)(CCCC)CCCC)CCC, predict the reaction product. The product is: [Cl:33][C:27]1[C:26]([CH3:34])=[C:25]([NH:24][C@@H:10]([C:11]2[O:12][C:13]([C:16]3[CH:17]=[CH:18][C:19]([C:22]#[N:23])=[CH:20][CH:21]=3)=[N:14][N:15]=2)[C@@H:9]([OH:8])[CH3:35])[CH:32]=[CH:31][C:28]=1[C:29]#[N:30]. (4) Given the reactants F[C:2]1[N:7]=[C:6]([N:8]2[CH2:12][CH2:11][O:10][C:9]2=[O:13])[CH:5]=[CH:4][N:3]=1.[C:14]1([CH3:27])[CH:19]=[CH:18][C:17]([C:20]2[N:24]=[C:23]([CH2:25][NH2:26])[O:22][N:21]=2)=[CH:16][CH:15]=1.[CH2:28](O)[CH2:29][CH3:30], predict the reaction product. The product is: [CH:29]([C@H:12]1[CH2:11][O:10][C:9](=[O:13])[N:8]1[C:6]1[CH:5]=[CH:4][N:3]=[C:2]([NH:26][CH2:25][C:23]2[O:22][N:21]=[C:20]([C:17]3[CH:16]=[CH:15][C:14]([CH3:27])=[CH:19][CH:18]=3)[N:24]=2)[N:7]=1)([CH3:30])[CH3:28]. (5) Given the reactants [N+:1]([O-:4])(O)=[O:2].[Br:5][C:6]1[CH:7]=[C:8]2[C:13](=[C:14]([O:16][CH3:17])[CH:15]=1)[N:12]=[CH:11][NH:10][C:9]2=[O:18], predict the reaction product. The product is: [Br:5][C:6]1[C:7]([N+:1]([O-:4])=[O:2])=[C:8]2[C:13](=[C:14]([O:16][CH3:17])[CH:15]=1)[N:12]=[CH:11][NH:10][C:9]2=[O:18].